Task: Predict the product of the given reaction.. Dataset: Forward reaction prediction with 1.9M reactions from USPTO patents (1976-2016) (1) Given the reactants Cl[C:2]1[N:7]=[CH:6][N:5]=[C:4]([N:8]2[C:12]([NH2:13])=[N:11][C:10]([NH:14][C:15]3[CH:20]=[CH:19][CH:18]=[CH:17][CH:16]=3)=[N:9]2)[CH:3]=1.[NH:21]1[CH2:26][CH2:25][NH:24][CH2:23][CH2:22]1.O, predict the reaction product. The product is: [C:15]1([NH:14][C:10]2[N:11]=[C:12]([NH2:13])[N:8]([C:4]3[CH:3]=[C:2]([N:21]4[CH2:26][CH2:25][NH:24][CH2:23][CH2:22]4)[N:7]=[CH:6][N:5]=3)[N:9]=2)[CH:20]=[CH:19][CH:18]=[CH:17][CH:16]=1. (2) The product is: [CH2:1]([N:5]1[C:9]([CH2:17][OH:19])=[C:8]([CH3:10])[N:7]=[C:6]1[C:11]1[CH:12]=[CH:13][CH:14]=[CH:15][CH:16]=1)[CH2:2][CH2:3][CH3:4]. Given the reactants [CH2:1]([N:5]1[CH:9]=[C:8]([CH3:10])[N:7]=[C:6]1[C:11]1[CH:16]=[CH:15][CH:14]=[CH:13][CH:12]=1)[CH2:2][CH2:3][CH3:4].[C:17](O)(=[O:19])C, predict the reaction product. (3) The product is: [C:37]([N:22]1[CH2:21][CH2:20][N:19]([C:16]2[N:17]=[N:18][N:14]([CH:11]3[CH2:12][CH2:13][N:8]([C:7]4[CH:6]=[CH:5][C:4]([N:25]5[CH2:29][C@H:28]([CH2:30][NH:31][C:32](=[O:34])[CH3:33])[O:27][C:26]5=[O:35])=[CH:3][C:2]=4[F:1])[CH2:9][CH2:10]3)[N:15]=2)[CH2:24][CH2:23]1)#[N:36]. Given the reactants [F:1][C:2]1[CH:3]=[C:4]([N:25]2[CH2:29][C@H:28]([CH2:30][NH:31][C:32](=[O:34])[CH3:33])[O:27][C:26]2=[O:35])[CH:5]=[CH:6][C:7]=1[N:8]1[CH2:13][CH2:12][CH:11]([N:14]2[N:18]=[N:17][C:16]([N:19]3[CH2:24][CH2:23][NH:22][CH2:21][CH2:20]3)=[N:15]2)[CH2:10][CH2:9]1.[N:36]#[C:37]Br.C(=O)([O-])O.[Na+], predict the reaction product. (4) Given the reactants Cl.Cl.[CH3:3][C:4]1[N:8]([C@H:9]2[CH2:14][CH2:13][NH:12][CH2:11][C@H:10]2[CH2:15][OH:16])[C:7]2[CH:17]=[CH:18][C:19]([CH3:21])=[CH:20][C:6]=2[N:5]=1.I[CH2:23][CH2:24][CH2:25][C:26]1[CH:27]=[C:28]([CH:37]=[CH:38][CH:39]=1)[NH:29][C:30]([O:32][C:33]([CH3:36])([CH3:35])[CH3:34])=[O:31].[C:40]([O-])([O-])=O.[Cs+].[Cs+], predict the reaction product. The product is: [C:33]([O:32][C:30](=[O:31])[NH:29][C:28]1[CH:27]=[C:26]2[C:39](=[CH:38][CH:37]=1)[CH2:23][CH:24]([CH2:40][N:12]1[CH2:13][CH2:14][CH:9]([N:8]3[C:7]4[CH:17]=[CH:18][C:19]([CH3:21])=[CH:20][C:6]=4[N:5]=[C:4]3[CH3:3])[CH:10]([CH2:15][OH:16])[CH2:11]1)[CH2:25]2)([CH3:36])([CH3:35])[CH3:34]. (5) Given the reactants [F:1][C:2]1[CH:7]=[CH:6][C:5]([C:8]2[N:16]3[C:11]([CH:12]=[C:13]([CH2:17][N:18]4[CH:22]=[C:21]([C:23]([OH:30])([C:26]([F:29])([F:28])[F:27])[CH2:24][CH3:25])[N:20]=[N:19]4)[CH:14]=[CH:15]3)=[CH:10][C:9]=2[C:31](O)=[O:32])=[CH:4][CH:3]=1.C(Cl)CCl.C1C=C[C:41]2[N:46]([OH:47])N=NC=2C=1.[CH:48](N(C(C)C)CC)(C)C, predict the reaction product. The product is: [CH3:48][O:47][N:46]([CH3:41])[C:31]([C:9]1[CH:10]=[C:11]2[N:16]([C:8]=1[C:5]1[CH:4]=[CH:3][C:2]([F:1])=[CH:7][CH:6]=1)[CH:15]=[CH:14][C:13]([CH2:17][N:18]1[CH:22]=[C:21]([C:23]([OH:30])([C:26]([F:29])([F:27])[F:28])[CH2:24][CH3:25])[N:20]=[N:19]1)=[CH:12]2)=[O:32]. (6) Given the reactants [Cl:1][C:2]1[CH:3]=[C:4]([NH:8][NH2:9])[CH:5]=[CH:6][CH:7]=1.Cl.[C:11]1(NN)[CH:16]=CC=[CH:13][CH:12]=1, predict the reaction product. The product is: [Cl:1][C:2]1[CH:3]=[C:4]([N:8]2[CH:16]=[CH:11][C:12]([CH3:13])=[N:9]2)[CH:5]=[CH:6][CH:7]=1. (7) Given the reactants [CH3:1][S:2]([NH:5][C:6]1[CH:11]=[CH:10][C:9]([C:12]2[C:21](=[O:22])[C:20]3[C:15](=[CH:16][C:17]([C:23]#[C:24][CH:25]4[CH2:28][N:27]([C:29]([O:31]C(C)(C)C)=O)[CH2:26]4)=[CH:18][CH:19]=3)[O:14][CH:13]=2)=[CH:8][CH:7]=1)(=[O:4])=[O:3].F[C:37](F)(F)[C:38](O)=O.Cl[CH2:44]Cl, predict the reaction product. The product is: [CH:38]1([C:29]([N:27]2[CH2:26][CH:25]([C:24]#[C:23][C:17]3[CH:16]=[C:15]4[C:20]([C:21](=[O:22])[C:12]([C:9]5[CH:8]=[CH:7][C:6]([NH:5][S:2]([CH3:1])(=[O:3])=[O:4])=[CH:11][CH:10]=5)=[CH:13][O:14]4)=[CH:19][CH:18]=3)[CH2:28]2)=[O:31])[CH2:37][CH2:44]1.